From a dataset of Reaction yield outcomes from USPTO patents with 853,638 reactions. Predict the reaction yield, written as a fraction of the theoretical maximum amount of product (1.0 means a 100% yield; for example, 0.34 means a 34% yield). (1) The reactants are [CH3:1][O:2][C:3]1[C:17]([O:18][CH3:19])=[CH:16][CH:15]=[CH:14][C:4]=1[CH2:5][NH:6][CH2:7][CH2:8][CH2:9][CH2:10][CH2:11][CH2:12][CH3:13].[CH2:20]([O:22][C@H:23]([C:36]([O:38][CH2:39][CH3:40])=[O:37])[CH2:24][C:25]1[CH:35]=[CH:34][C:28]([O:29][CH2:30][C:31](O)=[O:32])=[CH:27][CH:26]=1)[CH3:21].C(N(CC)C(C)C)(C)C.F[B-](F)(F)F.N1(OC(N(C)C)=[N+](C)C)C2C=CC=CC=2N=N1. The catalyst is C(Cl)Cl. The product is [CH3:1][O:2][C:3]1[C:17]([O:18][CH3:19])=[CH:16][CH:15]=[CH:14][C:4]=1[CH2:5][N:6]([CH2:7][CH2:8][CH2:9][CH2:10][CH2:11][CH2:12][CH3:13])[C:31](=[O:32])[CH2:30][O:29][C:28]1[CH:27]=[CH:26][C:25]([CH2:24][C@H:23]([O:22][CH2:20][CH3:21])[C:36]([O:38][CH2:39][CH3:40])=[O:37])=[CH:35][CH:34]=1. The yield is 0.580. (2) The reactants are [I:1]I.[OH-].[K+].[N+:5]([C:8]1[CH:16]=[C:15]2[C:11]([CH:12]=[N:13][NH:14]2)=[CH:10][CH:9]=1)([O-:7])=[O:6].OS([O-])=O.[Na+]. The catalyst is CN(C=O)C. The product is [I:1][C:12]1[C:11]2[C:15](=[CH:16][C:8]([N+:5]([O-:7])=[O:6])=[CH:9][CH:10]=2)[NH:14][N:13]=1. The yield is 0.820. (3) The reactants are C[O:2][C:3](=[O:13])[C@:4]([CH2:8][O:9][CH:10]([F:12])[F:11])([CH3:7])[CH:5]=[CH2:6].O.[OH-].[Li+].Cl. The catalyst is O1CCCC1.O. The product is [F:11][CH:10]([F:12])[O:9][CH2:8][C@@:4]([CH3:7])([CH:5]=[CH2:6])[C:3]([OH:13])=[O:2]. The yield is 0.920. (4) The reactants are Cl[C:2]1[C:7]([Cl:8])=[N:6][CH:5]=[CH:4][N:3]=1.[CH3:9][N:10]1[CH2:15][CH2:14][NH:13][CH2:12][CH2:11]1. The catalyst is C(#N)C. The product is [Cl:8][C:7]1[C:2]([N:13]2[CH2:14][CH2:15][N:10]([CH3:9])[CH2:11][CH2:12]2)=[N:3][CH:4]=[CH:5][N:6]=1. The yield is 0.750. (5) The reactants are C(=O)[CH2:2][CH2:3][CH2:4][CH2:5][CH2:6][CH2:7][CH2:8][CH2:9][CH2:10][CH2:11][CH2:12][CH3:13].F[C:16](F)(F)[C:17](O)=O.[NH2:22][C:23]1[CH:27]=[CH:26][S:25][CH:24]=1.[OH-].[Na+]. The catalyst is ClCCl.O.C(OCC)C. The product is [CH2:2]([N:22]1[C:23]2=[CH:27][CH2:26][S:25][C:24]2=[CH:23][C:24]2[S:25][CH:26]=[CH:16][C:17]1=2)[CH2:3][CH2:4][CH2:5][CH2:6][CH2:7][CH2:8][CH2:9][CH2:10][CH2:11][CH2:12][CH3:13]. The yield is 0.220.